This data is from Catalyst prediction with 721,799 reactions and 888 catalyst types from USPTO. The task is: Predict which catalyst facilitates the given reaction. (1) Reactant: [NH:1]1[CH:9]2[CH:4]([N:5]([C:10]([O:12][CH2:13][C:14]3[CH:19]=[CH:18][CH:17]=[CH:16][CH:15]=3)=[O:11])[CH2:6][CH2:7][CH2:8]2)[CH2:3][CH2:2]1.CCN(CC)CC.Cl[C:28]1[CH:33]=[CH:32][N:31]=[C:30]2[NH:34][CH:35]=[CH:36][C:29]=12. Product: [NH:34]1[C:30]2=[N:31][CH:32]=[CH:33][C:28]([N:1]3[CH:9]4[CH:4]([N:5]([C:10]([O:12][CH2:13][C:14]5[CH:15]=[CH:16][CH:17]=[CH:18][CH:19]=5)=[O:11])[CH2:6][CH2:7][CH2:8]4)[CH2:3][CH2:2]3)=[C:29]2[CH:36]=[CH:35]1. The catalyst class is: 37. (2) Reactant: [CH3:1][O:2][C:3]1[CH:8]=[CH:7][CH:6]=[CH:5][C:4]=1[C:9]1[CH:14]=[CH:13][C:12]([CH2:15][C:16](O)=[O:17])=[C:11]([N+:19]([O-])=O)[CH:10]=1. Product: [CH3:1][O:2][C:3]1[CH:8]=[CH:7][CH:6]=[CH:5][C:4]=1[C:9]1[CH:10]=[C:11]2[C:12]([CH2:15][C:16](=[O:17])[NH:19]2)=[CH:13][CH:14]=1. The catalyst class is: 180. (3) Reactant: [Br:1]N1C(=O)CCC1=O.C(OOC(=O)C1C=CC=CC=1)(=O)C1C=CC=CC=1.[CH3:27][O:28][C:29]([C:31]1[S:32][C:33]([CH3:36])=[CH:34][CH:35]=1)=[O:30]. Product: [CH3:27][O:28][C:29]([C:31]1[S:32][C:33]([CH2:36][Br:1])=[CH:34][CH:35]=1)=[O:30]. The catalyst class is: 22.